This data is from Reaction yield outcomes from USPTO patents with 853,638 reactions. The task is: Predict the reaction yield, written as a fraction of the theoretical maximum amount of product (1.0 means a 100% yield; for example, 0.34 means a 34% yield). (1) The reactants are F.F.F.C(N(CC)CC)C.C(N(CC)CC)C.[Si]([O:35][CH2:36][C@H:37]1[O:41][C@@H:40]([N:42]2[CH:49]=[C:48]([CH3:50])[C:46](=[O:47])[NH:45][C:43]2=[O:44])[C@H:39]([O:51][CH2:52][CH2:53][O:54][N:55]([CH3:57])[CH3:56])[C@@H:38]1[OH:58])(C(C)(C)C)(C1C=CC=CC=1)C1C=CC=CC=1.CO. The catalyst is C1COCC1.C(Cl)Cl. The product is [CH3:56][N:55]([CH3:57])[O:54][CH2:53][CH2:52][O:51][C@@H:39]1[C@H:38]([OH:58])[C@@H:37]([CH2:36][OH:35])[O:41][C@H:40]1[N:42]1[CH:49]=[C:48]([CH3:50])[C:46](=[O:47])[NH:45][C:43]1=[O:44]. The yield is 0.925. (2) The reactants are [Cl:1][C:2]1[CH:7]=[C:6](F)[CH:5]=[CH:4][C:3]=1[S:9]([C@H:12]1[CH2:16][NH:15][C@H:14]([C:17]([NH:19][C:20]2([C:23]#[N:24])[CH2:22][CH2:21]2)=[O:18])[CH2:13]1)(=[O:11])=[O:10].Cl.[CH3:26][C:27]1([CH3:39])[CH2:32][CH2:31][CH2:30][N:29]([C:33]2([C:36](O)=[O:37])[CH2:35][CH2:34]2)[CH2:28]1. No catalyst specified. The product is [Cl:1][C:2]1[CH:7]=[CH:6][CH:5]=[CH:4][C:3]=1[S:9]([C@H:12]1[CH2:16][N:15]([C:36]([C:33]2([N:29]3[CH2:30][CH2:31][CH2:32][C:27]([CH3:39])([CH3:26])[CH2:28]3)[CH2:35][CH2:34]2)=[O:37])[C@H:14]([C:17]([NH:19][C:20]2([C:23]#[N:24])[CH2:22][CH2:21]2)=[O:18])[CH2:13]1)(=[O:11])=[O:10]. The yield is 0.150. (3) The yield is 0.580. The product is [NH2:12][C:11]1[CH:10]=[C:5]([CH:4]=[C:3]([Br:15])[C:2]=1[NH2:1])[C:6]([O:8][CH3:9])=[O:7]. The reactants are [NH2:1][C:2]1[C:11]([N+:12]([O-])=O)=[CH:10][C:5]([C:6]([O:8][CH3:9])=[O:7])=[CH:4][C:3]=1[Br:15].[Sn](Cl)Cl.C(=O)(O)[O-].[Na+]. The catalyst is CO.